Predict the reactants needed to synthesize the given product. From a dataset of Full USPTO retrosynthesis dataset with 1.9M reactions from patents (1976-2016). (1) Given the product [NH:12]=[C:7]1[C:6]([CH3:15])([CH3:14])[O:5][C:4]2[CH:3]=[C:2](/[CH:20]=[CH:19]/[C:18]([N:17]([CH3:16])[CH2:22][C:23]3[O:24][C:25]4[CH:32]=[CH:31][CH:30]=[CH:29][C:26]=4[C:27]=3[CH3:28])=[O:21])[CH:11]=[N:10][C:9]=2[NH:8]1, predict the reactants needed to synthesize it. The reactants are: Br[C:2]1[CH:11]=[N:10][C:9]2[NH:8]/[C:7](=[N:12]/C)/[C:6]([CH3:15])([CH3:14])[O:5][C:4]=2[CH:3]=1.[CH3:16][N:17]([CH2:22][C:23]1[O:24][C:25]2[CH:32]=[CH:31][CH:30]=[CH:29][C:26]=2[C:27]=1[CH3:28])[C:18](=[O:21])[CH:19]=[CH2:20].C(N(C(C)C)CC)(C)C.CC1C=CC=CC=1P(C1C=CC=CC=1C)C1C=CC=CC=1C. (2) Given the product [C:31]([O:30][C:28]([N:12]1[C:13]2([CH2:27][O:26][CH2:25][CH2:24][O:23][CH2:22]2)[C:14](=[O:21])[N:15]([CH2:16][C:17]([OH:19])=[O:18])[CH:10]([C:7]2[CH:6]=[CH:5][C:4]([F:3])=[CH:9][CH:8]=2)[CH2:11]1)=[O:29])([CH3:34])([CH3:32])[CH3:33], predict the reactants needed to synthesize it. The reactants are: [OH-].[Na+].[F:3][C:4]1[CH:9]=[CH:8][C:7]([CH:10]2[N:15]([CH2:16][C:17]([O:19]C)=[O:18])[C:14](=[O:21])[C:13]3([CH2:27][O:26][CH2:25][CH2:24][O:23][CH2:22]3)[N:12]([C:28]([O:30][C:31]([CH3:34])([CH3:33])[CH3:32])=[O:29])[CH2:11]2)=[CH:6][CH:5]=1. (3) The reactants are: BrCCBr.[Cl:5][C:6]1[CH:11]=[C:10]([CH2:12]Cl)[CH:9]=[CH:8][N:7]=1.Br[C:15]1[C:23]([F:24])=[CH:22][C:21]([C:25]#[N:26])=[C:20]2[C:16]=1[C:17]([CH3:36])=[C:18]([CH3:35])[N:19]2[CH2:27][O:28][CH2:29][CH2:30][Si:31]([CH3:34])([CH3:33])[CH3:32]. Given the product [Cl:5][C:6]1[CH:11]=[C:10]([CH2:12][C:15]2[C:23]([F:24])=[CH:22][C:21]([C:25]#[N:26])=[C:20]3[C:16]=2[C:17]([CH3:36])=[C:18]([CH3:35])[N:19]3[CH2:27][O:28][CH2:29][CH2:30][Si:31]([CH3:34])([CH3:33])[CH3:32])[CH:9]=[CH:8][N:7]=1, predict the reactants needed to synthesize it. (4) Given the product [CH3:5][C:6]([CH3:39])([CH3:38])[CH:7]([C:14]1[CH:15]=[C:16]([CH:30]=[CH:31][C:32]=1[C:33]1[N:1]=[N:2][NH:3][CH:34]=1)[O:17][CH2:18][C:19]1[CH:28]=[CH:27][C:26]2[C:21](=[CH:22][CH:23]=[C:24]([F:29])[CH:25]=2)[N:20]=1)[C:8]1[CH:13]=[CH:12][CH:11]=[CH:10][CH:9]=1, predict the reactants needed to synthesize it. The reactants are: [N-:1]=[N+:2]=[N-:3].[Na+].[CH3:5][C:6]([CH3:39])([CH3:38])[CH:7]([C:14]1[CH:15]=[C:16]([CH:30]=[CH:31][C:32]=1/[CH:33]=[CH:34]/[N+]([O-])=O)[O:17][CH2:18][C:19]1[CH:28]=[CH:27][C:26]2[C:21](=[CH:22][CH:23]=[C:24]([F:29])[CH:25]=2)[N:20]=1)[C:8]1[CH:13]=[CH:12][CH:11]=[CH:10][CH:9]=1.O. (5) Given the product [CH:15]1([CH2:18][CH2:19][NH:20][C:21]([C:23]2[N:24]=[N:25][C:26]([N:29]3[CH2:35][CH2:34][CH2:33][N:32]([C:7](=[O:8])[C:6]4[CH:10]=[C:2]([F:1])[CH:3]=[CH:4][C:5]=4[C:11]([F:14])([F:13])[F:12])[CH2:31][CH2:30]3)=[CH:27][CH:28]=2)=[O:22])[CH2:16][CH2:17]1, predict the reactants needed to synthesize it. The reactants are: [F:1][C:2]1[CH:3]=[CH:4][C:5]([C:11]([F:14])([F:13])[F:12])=[C:6]([CH:10]=1)[C:7](Cl)=[O:8].[CH:15]1([CH2:18][CH2:19][NH:20][C:21]([C:23]2[N:24]=[N:25][C:26]([N:29]3[CH2:35][CH2:34][CH2:33][NH:32][CH2:31][CH2:30]3)=[CH:27][CH:28]=2)=[O:22])[CH2:17][CH2:16]1. (6) Given the product [CH3:19][O:20][C:21]1[CH:26]=[C:25]([C:27]2[N:32]=[C:31]([NH:41][CH2:40][C:39]([CH3:42])([NH2:43])[CH3:38])[C:30]3[C:29]([CH:28]=2)=[CH:36][N:35]=[CH:34][CH:33]=3)[CH:24]=[CH:23][N:22]=1, predict the reactants needed to synthesize it. The reactants are: ClC1C=C(C(=O)CC2C=NC=CC=2C#N)C=CN=1.[CH3:19][O:20][C:21]1[CH:26]=[C:25]([C:27](=O)[CH2:28][C:29]2[CH:36]=[N:35][CH:34]=[CH:33][C:30]=2[C:31]#[N:32])[CH:24]=[CH:23][N:22]=1.[CH3:38][C:39]([NH2:43])([CH3:42])[CH2:40][NH2:41]. (7) Given the product [C:64]([O:63][C:62]([N:61]([CH2:69][CH:70]1[CH2:71][CH2:72][N:73]([C:15]([CH:13]2[CH2:12][N:11]([C:9]([O:8][CH2:1][C:2]3[CH:3]=[CH:4][CH:5]=[CH:6][CH:7]=3)=[O:10])[CH2:14]2)=[O:17])[CH2:74][CH2:75]1)[CH2:60][C@H:59]([O:58][Si:51]([C:54]([CH3:57])([CH3:55])[CH3:56])([CH3:52])[CH3:53])[C:76]1[CH:85]=[CH:84][C:83]([OH:86])=[C:82]2[C:77]=1[CH:78]=[CH:79][C:80](=[O:87])[NH:81]2)=[O:68])([CH3:65])([CH3:66])[CH3:67], predict the reactants needed to synthesize it. The reactants are: [CH2:1]([O:8][C:9]([N:11]1[CH2:14][CH:13]([C:15]([OH:17])=O)[CH2:12]1)=[O:10])[C:2]1[CH:7]=[CH:6][CH:5]=[CH:4][CH:3]=1.CCN(C(C)C)C(C)C.CN(C(ON1N=NC2C=CC=NC1=2)=[N+](C)C)C.F[P-](F)(F)(F)(F)F.[Si:51]([O:58][C@H:59]([C:76]1[CH:85]=[CH:84][C:83]([OH:86])=[C:82]2[C:77]=1[CH:78]=[CH:79][C:80](=[O:87])[NH:81]2)[CH2:60][N:61]([CH2:69][CH:70]1[CH2:75][CH2:74][NH:73][CH2:72][CH2:71]1)[C:62](=[O:68])[O:63][C:64]([CH3:67])([CH3:66])[CH3:65])([C:54]([CH3:57])([CH3:56])[CH3:55])([CH3:53])[CH3:52]. (8) Given the product [N+:12]([C:15]1[CH:16]=[C:17]([NH:21][C:22]2[S:23][CH:3]=[C:4]([C:6]3[CH:11]=[CH:10][N:9]=[CH:8][CH:7]=3)[N:24]=2)[CH:18]=[CH:19][CH:20]=1)([O-:14])=[O:13], predict the reactants needed to synthesize it. The reactants are: Br.Br[CH2:3][C:4]([C:6]1[CH:11]=[CH:10][N:9]=[CH:8][CH:7]=1)=O.[N+:12]([C:15]1[CH:16]=[C:17]([NH:21][C:22]([NH2:24])=[S:23])[CH:18]=[CH:19][CH:20]=1)([O-:14])=[O:13].N.